From a dataset of Forward reaction prediction with 1.9M reactions from USPTO patents (1976-2016). Predict the product of the given reaction. (1) The product is: [NH2:31][C@H:28]1[CH2:29][CH2:30][C@H:25]([NH:32][C:5]2[CH:4]=[C:3]([C:9]3[CH:14]=[CH:13][C:12]([F:15])=[C:11]([NH:16][CH2:17][C:18]4[CH:23]=[CH:22][CH:21]=[C:20]([F:24])[CH:19]=4)[N:10]=3)[C:2]([Cl:1])=[CH:7][N:6]=2)[CH2:26][CH2:27]1. Given the reactants [Cl:1][C:2]1[C:3]([C:9]2[CH:14]=[CH:13][C:12]([F:15])=[C:11]([NH:16][CH2:17][C:18]3[CH:23]=[CH:22][CH:21]=[C:20]([F:24])[CH:19]=3)[N:10]=2)=[CH:4][C:5](F)=[N:6][CH:7]=1.[C@H:25]1([NH2:32])[CH2:30][CH2:29][C@H:28]([NH2:31])[CH2:27][CH2:26]1, predict the reaction product. (2) Given the reactants [H-].[Na+].Cl.[NH2:4][CH:5]1[CH2:14][C:13]2[C:8](=[CH:9][CH:10]=[CH:11][CH:12]=2)[NH:7][C:6]1=[O:15].Br[CH2:17][C:18]([O:20][CH3:21])=[O:19], predict the reaction product. The product is: [CH3:21][O:20][C:18](=[O:19])[CH2:17][N:7]1[C:8]2[C:13](=[CH:12][CH:11]=[CH:10][CH:9]=2)[CH2:14][CH:5]([NH2:4])[C:6]1=[O:15]. (3) Given the reactants [CH2:1]([O:3][CH:4]1[CH2:7][CH:6]([NH2:8])[C:5]1([CH3:10])[CH3:9])[CH3:2].Cl[C:12]1[C:17]([C:18]#[N:19])=[CH:16][N:15]=[C:14]([S:20][CH3:21])[N:13]=1.C(=O)([O-])[O-].[K+].[K+].C(OCC)(=O)C, predict the reaction product. The product is: [CH2:1]([O:3][CH:4]1[CH2:7][CH:6]([NH:8][C:12]2[C:17]([C:18]#[N:19])=[CH:16][N:15]=[C:14]([S:20][CH3:21])[N:13]=2)[C:5]1([CH3:10])[CH3:9])[CH3:2]. (4) Given the reactants ClC1C=CC=C(C(OO)=[O:9])C=1.C([O-])(O)=O.[Na+].[CH:17]([C:19]1[CH:20]=[C:21]([CH:26]=[CH:27][CH:28]=1)[O:22][CH2:23][C:24]#[N:25])=[CH2:18], predict the reaction product. The product is: [O:9]1[CH2:18][CH:17]1[C:19]1[CH:20]=[C:21]([CH:26]=[CH:27][CH:28]=1)[O:22][CH2:23][C:24]#[N:25]. (5) The product is: [NH2:17][CH2:16][C:6]1[C:7]([CH2:12][CH:13]([CH3:15])[CH3:14])=[N:8][C:9]2[C:4]([C:5]=1[C:18]1[CH:23]=[CH:22][CH:21]=[CH:20][CH:19]=1)=[CH:3][C:2]([C:24]#[N:25])=[CH:11][CH:10]=2. Given the reactants Br[C:2]1[CH:3]=[C:4]2[C:9](=[CH:10][CH:11]=1)[N:8]=[C:7]([CH2:12][CH:13]([CH3:15])[CH3:14])[C:6]([CH2:16][NH2:17])=[C:5]2[C:18]1[CH:23]=[CH:22][CH:21]=[CH:20][CH:19]=1.[CH3:24][N:25]1CCCC1=O, predict the reaction product. (6) Given the reactants [Cl:1][C:2]1[CH:10]=[C:9]([CH3:11])[CH:8]=[CH:7][C:3]=1[C:4](O)=[O:5].B.C1COCC1.Cl.CCOCC, predict the reaction product. The product is: [Cl:1][C:2]1[CH:10]=[C:9]([CH3:11])[CH:8]=[CH:7][C:3]=1[CH2:4][OH:5]. (7) Given the reactants [CH3:1][C:2]([NH:23]C(=O)OCC1C=CC=CC=1)([CH3:22])[C:3](=[O:21])[N:4]1[CH2:16][C:15]2[NH:14][C:13]3[CH:12]=[CH:11][CH:10]=[C:9]4[C:17](=[O:20])[NH:18][N:19]=[C:6]([C:7]=2[C:8]=34)[CH2:5]1.C1NCC2NC3C=CC=C4C(=O)NN=C1C=2C=34, predict the reaction product. The product is: [NH2:23][C:2]([CH3:22])([CH3:1])[C:3]([N:4]1[CH2:16][C:15]2[NH:14][C:13]3[CH:12]=[CH:11][CH:10]=[C:9]4[C:17](=[O:20])[NH:18][N:19]=[C:6]([C:7]=2[C:8]=34)[CH2:5]1)=[O:21].